This data is from Full USPTO retrosynthesis dataset with 1.9M reactions from patents (1976-2016). The task is: Predict the reactants needed to synthesize the given product. (1) Given the product [Cl:29][C:30]1[CH:36]=[CH:35][C:33]([NH:34][C:2]2[C:11]3[C:6](=[CH:7][C:8]([O:14][CH2:15][CH:16]4[CH2:17][CH2:18][NH:19][CH2:20][CH2:21]4)=[C:9]([O:12][CH3:13])[CH:10]=3)[N:5]=[CH:4][N:3]=2)=[C:32]([F:37])[CH:31]=1, predict the reactants needed to synthesize it. The reactants are: Cl[C:2]1[C:11]2[C:6](=[CH:7][C:8]([O:14][CH2:15][CH:16]3[CH2:21][CH2:20][N:19](C(OC(C)(C)C)=O)[CH2:18][CH2:17]3)=[C:9]([O:12][CH3:13])[CH:10]=2)[N:5]=[CH:4][N:3]=1.[Cl:29][C:30]1[CH:36]=[CH:35][C:33]([NH2:34])=[C:32]([F:37])[CH:31]=1.Cl. (2) Given the product [Cl:1][C:2]1[C:7]([F:8])=[CH:6][CH:5]=[C:4]([Cl:9])[C:3]=1[CH:10]([O:12][C:13]1[C:14]([NH2:30])=[N:15][CH:16]=[C:17]([C:19]2[N:20]=[N:21][N:22]([CH:24]3[CH2:29][CH2:28][N:27]([C:43](=[O:44])[C:42]4[CH:46]=[CH:47][C:39]([F:38])=[CH:40][CH:41]=4)[CH2:26][CH2:25]3)[CH:23]=2)[CH:18]=1)[CH3:11], predict the reactants needed to synthesize it. The reactants are: [Cl:1][C:2]1[C:7]([F:8])=[CH:6][CH:5]=[C:4]([Cl:9])[C:3]=1[CH:10]([O:12][C:13]1[C:14]([NH2:30])=[N:15][CH:16]=[C:17]([C:19]2[N:20]=[N:21][N:22]([CH:24]3[CH2:29][CH2:28][NH:27][CH2:26][CH2:25]3)[CH:23]=2)[CH:18]=1)[CH3:11].C(N(CC)CC)C.[F:38][C:39]1[CH:47]=[CH:46][C:42]([C:43](Cl)=[O:44])=[CH:41][CH:40]=1. (3) The reactants are: [Br:1][C:2]1[CH:10]=[CH:9][C:5]([C:6]([OH:8])=[O:7])=[C:4]([I:11])[C:3]=1[CH3:12].OS(O)(=O)=O.[CH3:18][CH2:19]O. Given the product [CH2:18]([O:7][C:6](=[O:8])[C:5]1[CH:9]=[CH:10][C:2]([Br:1])=[C:3]([CH3:12])[C:4]=1[I:11])[CH3:19], predict the reactants needed to synthesize it.